Dataset: Full USPTO retrosynthesis dataset with 1.9M reactions from patents (1976-2016). Task: Predict the reactants needed to synthesize the given product. Given the product [C:1]([CH:5]1[CH2:13][C:12]2[C:7](=[CH:8][C:9]([N+:14]([O-:16])=[O:15])=[CH:10][CH:11]=2)[NH:6]1)([CH3:4])([CH3:2])[CH3:3], predict the reactants needed to synthesize it. The reactants are: [C:1]([CH:5]1[CH2:13][C:12]2[C:7](=[CH:8][CH:9]=[CH:10][CH:11]=2)[NH:6]1)([CH3:4])([CH3:3])[CH3:2].[N+:14]([O-])([O-:16])=[O:15].[K+].C([O-])([O-])=O.[Na+].[Na+].